Regression. Given a peptide amino acid sequence and an MHC pseudo amino acid sequence, predict their binding affinity value. This is MHC class II binding data. From a dataset of Peptide-MHC class II binding affinity with 134,281 pairs from IEDB. The peptide sequence is AADLDAVAAFVESGR. The MHC is DRB1_0101 with pseudo-sequence DRB1_0101. The binding affinity (normalized) is 0.